The task is: Regression. Given a peptide amino acid sequence and an MHC pseudo amino acid sequence, predict their binding affinity value. This is MHC class I binding data.. This data is from Peptide-MHC class I binding affinity with 185,985 pairs from IEDB/IMGT. (1) The peptide sequence is VTTQRQSVY. The MHC is HLA-A11:01 with pseudo-sequence HLA-A11:01. The binding affinity (normalized) is 0.213. (2) The peptide sequence is SQAKKPEVRI. The MHC is HLA-A02:06 with pseudo-sequence HLA-A02:06. The binding affinity (normalized) is 0.198. (3) The peptide sequence is RVRLSMLTV. The MHC is HLA-A02:01 with pseudo-sequence HLA-A02:01. The binding affinity (normalized) is 0.0847. (4) The peptide sequence is AQLPRWVAT. The MHC is HLA-A02:03 with pseudo-sequence HLA-A02:03. The binding affinity (normalized) is 0.111.